This data is from TCR-epitope binding with 47,182 pairs between 192 epitopes and 23,139 TCRs. The task is: Binary Classification. Given a T-cell receptor sequence (or CDR3 region) and an epitope sequence, predict whether binding occurs between them. (1) The epitope is VLAWLYAAV. The TCR CDR3 sequence is CASSLAGGHTGELFF. Result: 1 (the TCR binds to the epitope). (2) The epitope is GTHWFVTQR. The TCR CDR3 sequence is CASSLEDNLGLFF. Result: 1 (the TCR binds to the epitope). (3) The epitope is GILGFVFTL. The TCR CDR3 sequence is CSARPTGAPLSYEQYF. Result: 1 (the TCR binds to the epitope). (4) The epitope is YYRRATRRIR. The TCR CDR3 sequence is CASSQSIGGELFF. Result: 0 (the TCR does not bind to the epitope). (5) The epitope is FPRPWLHGL. The TCR CDR3 sequence is CASSYSTNTEAFF. Result: 0 (the TCR does not bind to the epitope).